From a dataset of Forward reaction prediction with 1.9M reactions from USPTO patents (1976-2016). Predict the product of the given reaction. (1) Given the reactants [CH3:1][CH2:2][C:3]1[CH2:22][N:20]2[CH2:21][C@@H:5]([CH2:6][C@:7]([C:56]([O:58][CH3:59])=[O:57])([C:23]3[CH:24]=[C:25]4[C@:33]56[C@@H:37]7[C@:38]([CH2:53][CH3:54])([C@@H:42]([O:49][C:50]([CH3:52])=[O:51])[C@:43]([OH:48])([C:44]([O:46][CH3:47])=[O:45])[C@@H:32]5[N:31]([CH3:55])[C:26]4=[CH:27][C:28]=3[O:29][CH3:30])[CH:39]=[CH:40][CH2:41][N:36]7[CH2:35][CH2:34]6)[C:8]3[NH:16][C:15]4[CH:14]=[CH:13][C:12]([F:17])=[CH:11][C:10]=4[C:9]=3[CH2:18][CH2:19]2)[CH:4]=1.Cl.C(C[OH:66])(F)(F)F.[BH4-].[Na+], predict the reaction product. The product is: [CH3:1][CH2:2][C@@:3]1([OH:66])[CH2:22][N:20]2[CH2:21][C@@H:5]([CH2:6][C@:7]([C:56]([O:58][CH3:59])=[O:57])([C:23]3[CH:24]=[C:25]4[C@:33]56[C@@H:37]7[C@:38]([CH2:53][CH3:54])([C@@H:42]([O:49][C:50]([CH3:52])=[O:51])[C@:43]([OH:48])([C:44]([O:46][CH3:47])=[O:45])[C@@H:32]5[N:31]([CH3:55])[C:26]4=[CH:27][C:28]=3[O:29][CH3:30])[CH:39]=[CH:40][CH2:41][N:36]7[CH2:35][CH2:34]6)[C:8]3[NH:16][C:15]4[CH:14]=[CH:13][C:12]([F:17])=[CH:11][C:10]=4[C:9]=3[CH2:18][CH2:19]2)[CH2:4]1. (2) Given the reactants [CH3:1][N:2]([CH3:13])[C:3]1[NH:4][C:5]2[CH:11]=[C:10]([NH2:12])[CH:9]=[CH:8][C:6]=2[N:7]=1.[C:14]([OH:25])(=O)[C:15]1[CH:23]=[CH:22][C:18]([C:19]([OH:21])=O)=[CH:17][CH:16]=1, predict the reaction product. The product is: [CH3:1][N:2]([CH3:13])[C:3]1[NH:7][C:6]2[CH:8]=[CH:9][C:10]([NH:12][C:19](=[O:21])[C:18]3[CH:17]=[CH:16][C:15]([C:14]([NH:12][C:10]4[CH:9]=[CH:8][C:6]5[NH:7][C:3]([N:2]([CH3:1])[CH3:13])=[N:4][C:5]=5[CH:11]=4)=[O:25])=[CH:23][CH:22]=3)=[CH:11][C:5]=2[N:4]=1. (3) Given the reactants C[O:2][C:3]([C:5]1[CH:10]=[CH:9][C:8]([C:11]2[CH:16]=[CH:15][CH:14]=[CH:13][C:12]=2[O:17][CH3:18])=[C:7]([CH3:19])[CH:6]=1)=[O:4].[OH-].[Na+].Cl, predict the reaction product. The product is: [CH3:18][O:17][C:12]1[CH:13]=[CH:14][CH:15]=[CH:16][C:11]=1[C:8]1[CH:9]=[CH:10][C:5]([C:3]([OH:4])=[O:2])=[CH:6][C:7]=1[CH3:19].